Dataset: Full USPTO retrosynthesis dataset with 1.9M reactions from patents (1976-2016). Task: Predict the reactants needed to synthesize the given product. (1) The reactants are: [F:1][C:2]1[CH:29]=[CH:28][C:5]([CH2:6][NH:7][C:8]([C:10]2([CH2:23][CH2:24][CH2:25][CH2:26]Br)[C:22]3[CH:21]=[CH:20][CH:19]=[CH:18][C:17]=3[C:16]3[C:11]2=[CH:12][CH:13]=[CH:14][CH:15]=3)=[O:9])=[CH:4][CH:3]=1.[Cl:30][C:31]1[CH:40]=[CH:39][CH:38]=[C:37]2[C:32]=1[CH:33]=[CH:34][C:35]([N:41]1[CH2:46][C@H:45]([CH3:47])[NH:44][C@H:43]([CH3:48])[CH2:42]1)=[N:36]2. Given the product [F:1][C:2]1[CH:29]=[CH:28][C:5]([CH2:6][NH:7][C:8]([C:10]2([CH2:23][CH2:24][CH2:25][CH2:26][N:44]3[C@H:45]([CH3:47])[CH2:46][N:41]([C:35]4[CH:34]=[CH:33][C:32]5[C:37](=[CH:38][CH:39]=[CH:40][C:31]=5[Cl:30])[N:36]=4)[CH2:42][C@@H:43]3[CH3:48])[C:22]3[CH:21]=[CH:20][CH:19]=[CH:18][C:17]=3[C:16]3[C:11]2=[CH:12][CH:13]=[CH:14][CH:15]=3)=[O:9])=[CH:4][CH:3]=1, predict the reactants needed to synthesize it. (2) Given the product [CH2:22]([Si:21]([CH2:26][CH3:27])([CH2:24][CH3:25])[CH:7]([O:14][C:15]1[CH:20]=[CH:19][CH:18]=[CH:17][CH:16]=1)[C:8]1[CH:13]=[CH:12][CH:11]=[CH:10][CH:9]=1)[CH3:23], predict the reactants needed to synthesize it. The reactants are: CC([O-])(C)C.[K+].[CH2:7]([O:14][C:15]1[CH:20]=[CH:19][CH:18]=[CH:17][CH:16]=1)[C:8]1[CH:13]=[CH:12][CH:11]=[CH:10][CH:9]=1.[SiH:21]([CH2:26][CH3:27])([CH2:24][CH3:25])[CH2:22][CH3:23]. (3) Given the product [CH3:10][N:11]1[CH2:16][CH2:15][N:14]([C:6]2[C:5]([CH2:25][N:18]3[CH2:17][CH:21]4[CH:20]([CH2:24][NH:23][CH2:22]4)[CH2:19]3)=[CH:4][CH:3]=[CH:2][C:7]=2[CH3:8])[CH2:13][CH2:12]1, predict the reactants needed to synthesize it. The reactants are: Br[C:2]1[C:7]([CH3:8])=[CH:6][CH:5]=[CH:4][C:3]=1Cl.[CH3:10][N:11]1[CH2:16][CH2:15][NH:14][CH2:13][CH2:12]1.[CH2:17]1[CH:21]2[CH2:22][NH:23][CH2:24][CH:20]2[CH2:19][N:18]1[C:25](OC(C)(C)C)=O. (4) Given the product [NH:1]1[CH:5]=[CH:4][N:3]=[C:2]1[CH2:6][N:7]([CH2:14][C:15]1[CH:16]=[CH:17][C:18]([C:21]([N:23]2[CH2:24][CH2:25][N:26]([CH:32]([CH2:33][CH2:34][CH3:35])[CH2:31][CH2:30][CH3:29])[CH2:27][CH2:28]2)=[O:22])=[CH:19][CH:20]=1)[CH2:8][C:9]1[NH:13][CH:12]=[CH:11][N:10]=1, predict the reactants needed to synthesize it. The reactants are: [NH:1]1[CH:5]=[CH:4][N:3]=[C:2]1[CH2:6][N:7]([CH2:14][C:15]1[CH:20]=[CH:19][C:18]([C:21]([N:23]2[CH2:28][CH2:27][NH:26][CH2:25][CH2:24]2)=[O:22])=[CH:17][CH:16]=1)[CH2:8][C:9]1[NH:10][CH:11]=[CH:12][N:13]=1.[CH3:29][CH2:30][CH2:31][C:32](=O)[CH2:33][CH2:34][CH3:35].C([BH3-])#N.[Na+].[OH-].[Na+].